From a dataset of Forward reaction prediction with 1.9M reactions from USPTO patents (1976-2016). Predict the product of the given reaction. (1) Given the reactants [NH2:1][CH2:2][C:3]1[CH:8]=[CH:7][C:6]([S:9]([N:12]([CH2:20][C:21]2[CH:26]=[CH:25][CH:24]=[CH:23][CH:22]=2)[CH2:13][C:14]2[CH:19]=[CH:18][CH:17]=[CH:16][CH:15]=2)(=[O:11])=[O:10])=[CH:5][CH:4]=1.[N:27]1[CH:32]=[CH:31][C:30]([CH:33]=O)=[CH:29][CH:28]=1.[BH4-].[Na+].C(=O)(O)[O-].[Na+], predict the reaction product. The product is: [CH2:20]([N:12]([CH2:13][C:14]1[CH:19]=[CH:18][CH:17]=[CH:16][CH:15]=1)[S:9]([C:6]1[CH:5]=[CH:4][C:3]([CH2:2][NH:1][CH2:33][C:30]2[CH:31]=[CH:32][N:27]=[CH:28][CH:29]=2)=[CH:8][CH:7]=1)(=[O:11])=[O:10])[C:21]1[CH:22]=[CH:23][CH:24]=[CH:25][CH:26]=1. (2) Given the reactants [CH3:1]C([O-])(C)C.[K+].[C:7]([O:10][C@@H:11]1[C@@H:19]([C@@:20]2([CH3:34])[CH2:25][CH2:24][C@H:23]([OH:26])[CH2:22][C@@H:21]2[CH2:27][CH2:28][N:29]2[CH2:33][CH2:32][CH2:31][CH2:30]2)[CH2:18][CH2:17][C@@:16]2([CH3:35])[C@H:12]1[CH2:13][CH2:14][C:15]2=O)(=[O:9])[CH3:8], predict the reaction product. The product is: [C:7]([O:10][C@@H:11]1[C@@H:19]([C@@:20]2([CH3:34])[CH2:25][CH2:24][C@H:23]([OH:26])[CH2:22][C@@H:21]2[CH2:27][CH2:28][N:29]2[CH2:30][CH2:31][CH2:32][CH2:33]2)[CH2:18][CH2:17][C@@:16]2([CH3:35])[C@H:12]1[CH2:13][CH2:14][C:15]2=[CH2:1])(=[O:9])[CH3:8]. (3) Given the reactants [C:1]([O:5][C:6]([NH:8][CH2:9][CH2:10][N:11]([CH2:29][CH2:30][NH:31][C:32]([O:34][C:35]([CH3:38])([CH3:37])[CH3:36])=[O:33])[C:12]([CH2:14][CH2:15][C@H:16]([NH:21][C:22]([O:24][C:25]([CH3:28])([CH3:27])[CH3:26])=[O:23])[C:17]([O:19][CH3:20])=[O:18])=O)=[O:7])([CH3:4])([CH3:3])[CH3:2].COC1C=CC(P2(SP(C3C=CC(OC)=CC=3)(=S)S2)=[S:48])=CC=1, predict the reaction product. The product is: [C:1]([O:5][C:6]([NH:8][CH2:9][CH2:10][N:11]([CH2:29][CH2:30][NH:31][C:32]([O:34][C:35]([CH3:38])([CH3:37])[CH3:36])=[O:33])[C:12]([CH2:14][CH2:15][C@H:16]([NH:21][C:22]([O:24][C:25]([CH3:28])([CH3:27])[CH3:26])=[O:23])[C:17]([O:19][CH3:20])=[O:18])=[S:48])=[O:7])([CH3:4])([CH3:3])[CH3:2]. (4) Given the reactants C[O:2][C:3]([C:5]1[S:6][C:7]([C:30]2[CH:35]=[CH:34][CH:33]=[CH:32][CH:31]=2)=[CH:8][C:9]=1[N:10]([CH:20]1[CH2:25][CH2:24][N:23]([S:26]([CH3:29])(=[O:28])=[O:27])[CH2:22][CH2:21]1)[C:11]([CH:13]1[CH2:18][CH2:17][CH:16]([CH3:19])[CH2:15][CH2:14]1)=[O:12])=[O:4].[OH-].[Li+], predict the reaction product. The product is: [CH3:29][S:26]([N:23]1[CH2:22][CH2:21][CH:20]([N:10]([C:11]([CH:13]2[CH2:14][CH2:15][CH:16]([CH3:19])[CH2:17][CH2:18]2)=[O:12])[C:9]2[CH:8]=[C:7]([C:30]3[CH:35]=[CH:34][CH:33]=[CH:32][CH:31]=3)[S:6][C:5]=2[C:3]([OH:4])=[O:2])[CH2:25][CH2:24]1)(=[O:27])=[O:28]. (5) Given the reactants [CH2:1]([C:5]1[N:6]([CH2:14][C:15]2[CH:20]=[CH:19][C:18]([C:21]3[CH:26]=[CH:25][CH:24]=[CH:23][C:22]=3[C:27]3[NH:31][N:30]=[N:29][N:28]=3)=[CH:17][CH:16]=2)[C:7]([C:11]([OH:13])=[O:12])=[C:8]([Cl:10])[N:9]=1)[CH2:2][CH2:3][CH3:4].C(N(CC)CC)C.[C:39](Cl)([C:52]1[CH:57]=[CH:56][CH:55]=[CH:54][CH:53]=1)([C:46]1[CH:51]=[CH:50][CH:49]=[CH:48][CH:47]=1)[C:40]1[CH:45]=[CH:44][CH:43]=[CH:42][CH:41]=1, predict the reaction product. The product is: [CH2:1]([C:5]1[N:6]([CH2:14][C:15]2[CH:20]=[CH:19][C:18]([C:21]3[CH:26]=[CH:25][CH:24]=[CH:23][C:22]=3[C:27]3[N:28]=[N:29][N:30]([C:39]([C:40]4[CH:45]=[CH:44][CH:43]=[CH:42][CH:41]=4)([C:52]4[CH:53]=[CH:54][CH:55]=[CH:56][CH:57]=4)[C:46]4[CH:47]=[CH:48][CH:49]=[CH:50][CH:51]=4)[N:31]=3)=[CH:17][CH:16]=2)[C:7]([C:11]([OH:13])=[O:12])=[C:8]([Cl:10])[N:9]=1)[CH2:2][CH2:3][CH3:4]. (6) Given the reactants [CH3:1][O:2][C:3]([C:5]1[CH:6]=[C:7]([OH:15])[CH:8]=[C:9]2[O:13][CH:12](C)[CH2:11][C:10]=12)=[O:4].N1C(C)=CC=CC=1C.B(Br)(Br)Br.COC(C1C=C(OC)C=C2OC=CC=12)=O, predict the reaction product. The product is: [CH3:1][O:2][C:3]([C:5]1[CH:6]=[C:7]([OH:15])[CH:8]=[C:9]2[O:13][CH:12]=[CH:11][C:10]=12)=[O:4]. (7) The product is: [CH:21]1([N:13]([C:4]2[C:5]3[N:6]([C:8]([CH:11]=[O:12])=[CH:9][N:10]=3)[CH:7]=[C:2]([C:43]3[CH:44]=[CH:32][CH:33]=[C:34]([CH2:35][N:36]4[CH2:41][CH2:40][O:39][CH2:38][CH2:37]4)[CH:42]=3)[N:3]=2)[C:14](=[O:20])[O:15][C:16]([CH3:19])([CH3:18])[CH3:17])[CH2:23][CH2:22]1. Given the reactants Br[C:2]1[N:3]=[C:4]([N:13]([CH:21]2[CH2:23][CH2:22]2)[C:14](=[O:20])[O:15][C:16]([CH3:19])([CH3:18])[CH3:17])[C:5]2[N:6]([C:8]([CH:11]=[O:12])=[CH:9][N:10]=2)[CH:7]=1.CC1(C)C(C)(C)OB([C:32]2[CH:33]=[C:34]([CH:42]=[CH:43][CH:44]=2)[CH2:35][N:36]2[CH2:41][CH2:40][O:39][CH2:38][CH2:37]2)O1.C([O-])([O-])=O.[Na+].[Na+], predict the reaction product. (8) Given the reactants [CH2:1]([O:3][C:4](=[O:34])[CH2:5][CH2:6][C:7]1[CH:12]=[CH:11][C:10]([O:13][C:14]2[CH:19]=[C:18]([CH3:20])[CH:17]=[C:16]([O:21][C:22]3[CH:27]=[CH:26][C:25]([C:28]([F:31])([F:30])[F:29])=[CH:24][C:23]=3Br)[CH:15]=2)=[CH:9][C:8]=1[CH3:33])[CH3:2].C([Sn](CCCC)(CCCC)[C:40]1[CH:45]=[CH:44][CH:43]=[CH:42][N:41]=1)CCC, predict the reaction product. The product is: [CH2:1]([O:3][C:4](=[O:34])[CH2:5][CH2:6][C:7]1[CH:12]=[CH:11][C:10]([O:13][C:14]2[CH:15]=[C:16]([O:21][C:22]3[CH:27]=[CH:26][C:25]([C:28]([F:31])([F:30])[F:29])=[CH:24][C:23]=3[C:40]3[CH:45]=[CH:44][CH:43]=[CH:42][N:41]=3)[CH:17]=[C:18]([CH3:20])[CH:19]=2)=[CH:9][C:8]=1[CH3:33])[CH3:2]. (9) Given the reactants [NH:1]1[C:9]2[C:4](=[CH:5][CH:6]=[CH:7][CH:8]=2)[C:3]([CH2:10][CH:11]([NH2:13])[CH3:12])=[CH:2]1.[F:14][C:15]1[CH:16]=[C:17]([CH:20]=[CH:21][CH:22]=1)[CH:18]=O, predict the reaction product. The product is: [F:14][C:15]1[CH:16]=[C:17]([CH:18]2[C:2]3[NH:1][C:9]4[C:4](=[CH:5][CH:6]=[CH:7][CH:8]=4)[C:3]=3[CH2:10][CH:11]([CH3:12])[NH:13]2)[CH:20]=[CH:21][CH:22]=1. (10) Given the reactants [F:1][C:2]1[CH:3]=[C:4]([CH:7]=[CH:8][C:9]=1[S:10]([CH3:13])(=[O:12])=[O:11])[CH:5]=[O:6].[BH4-].[Na+].Cl, predict the reaction product. The product is: [F:1][C:2]1[CH:3]=[C:4]([CH2:5][OH:6])[CH:7]=[CH:8][C:9]=1[S:10]([CH3:13])(=[O:11])=[O:12].